Dataset: Reaction yield outcomes from USPTO patents with 853,638 reactions. Task: Predict the reaction yield, written as a fraction of the theoretical maximum amount of product (1.0 means a 100% yield; for example, 0.34 means a 34% yield). (1) The reactants are Cl[C:2]1[N:7]=[C:6]([CH3:8])[C:5]([CH:9]=[O:10])=[C:4]([CH3:11])[CH:3]=1.[CH3:12][O:13][C:14](=[O:22])[C:15]1[CH:20]=[CH:19][C:18]([OH:21])=[CH:17][CH:16]=1.C([O-])([O-])=O.[K+].[K+]. The catalyst is CN(C=O)C. The product is [CH3:12][O:13][C:14](=[O:22])[C:15]1[CH:20]=[CH:19][C:18]([O:21][C:2]2[CH:3]=[C:4]([CH3:11])[C:5]([CH:9]=[O:10])=[C:6]([CH3:8])[N:7]=2)=[CH:17][CH:16]=1. The yield is 0.490. (2) No catalyst specified. The product is [CH2:8]([O:7][CH2:6][CH2:5][C@H:4]([N:15]1[C:21](=[O:22])[CH2:20][CH2:19][N:18]([C:23]2[CH:28]=[CH:27][CH:26]=[C:25]([C:29]([F:31])([F:32])[F:30])[CH:24]=2)[CH2:17][CH2:16]1)[CH2:3][OH:2])[C:9]1[CH:14]=[CH:13][CH:12]=[CH:11][CH:10]=1. The reactants are C[O:2][C:3](=O)[C@@H:4]([N:15]1[C:21](=[O:22])[CH2:20][CH2:19][N:18]([C:23]2[CH:28]=[CH:27][CH:26]=[C:25]([C:29]([F:32])([F:31])[F:30])[CH:24]=2)[CH2:17][CH2:16]1)[CH2:5][CH2:6][O:7][CH2:8][C:9]1[CH:14]=[CH:13][CH:12]=[CH:11][CH:10]=1.[Li+].[BH4-]. The yield is 0.940. (3) The reactants are [Cl-].O[NH3+:3].[C:4](=[O:7])([O-])[OH:5].[Na+].CS(C)=O.[F:13][C:14]1[CH:19]=[C:18]([CH2:20][C:21]2[C:22](=[O:45])[N:23]([C@H:33]3[CH2:38][CH2:37][C@H:36]([O:39][CH2:40][C:41]([OH:44])([CH3:43])[CH3:42])[CH2:35][CH2:34]3)[C:24]3[N:25]([N:30]=[CH:31][N:32]=3)[C:26]=2[CH2:27][CH2:28][CH3:29])[CH:17]=[CH:16][C:15]=1[C:46]1[C:47]([C:52]#[N:53])=[CH:48][CH:49]=[CH:50][CH:51]=1. The catalyst is C(OCC)(=O)C. The product is [F:13][C:14]1[CH:19]=[C:18]([CH2:20][C:21]2[C:22](=[O:45])[N:23]([C@H:33]3[CH2:38][CH2:37][C@H:36]([O:39][CH2:40][C:41]([OH:44])([CH3:42])[CH3:43])[CH2:35][CH2:34]3)[C:24]3[N:25]([N:30]=[CH:31][N:32]=3)[C:26]=2[CH2:27][CH2:28][CH3:29])[CH:17]=[CH:16][C:15]=1[C:46]1[CH:51]=[CH:50][CH:49]=[CH:48][C:47]=1[C:52]1[NH:3][C:4](=[O:7])[O:5][N:53]=1. The yield is 0.490.